This data is from Full USPTO retrosynthesis dataset with 1.9M reactions from patents (1976-2016). The task is: Predict the reactants needed to synthesize the given product. (1) Given the product [Br:1][C:2]1[O:6][C:5]([C:7]2[C:11]3[C:12]([C:23]#[N:24])=[N:13][C:14]([C:17]([O:19][CH2:20][CH3:21])=[O:18])=[C:15]([OH:16])[C:10]=3[O:9][N:8]=2)=[CH:4][CH:3]=1, predict the reactants needed to synthesize it. The reactants are: [Br:1][C:2]1[O:6][C:5]([C:7]2[C:11]3[C:12](I)=[N:13][C:14]([C:17]([O:19][CH2:20][CH3:21])=[O:18])=[C:15]([OH:16])[C:10]=3[O:9][N:8]=2)=[CH:4][CH:3]=1.[C:23]([Cu])#[N:24].[OH-].[NH4+].Cl. (2) Given the product [CH3:1][C:6]([CH3:7])=[CH:5][CH2:4][CH2:3]/[C:67](/[CH3:24])=[CH:65]/[CH:63]=[CH:61]/[C:59]([CH3:58])=[O:60], predict the reactants needed to synthesize it. The reactants are: [CH:1]1[C:6]([C@@H:7](O)[C@H](NC(C(Cl)Cl)=O)CO)=[CH:5][CH:4]=[C:3]([N+]([O-])=O)C=1.[Cl-].[Cl-].[Ca+2].[CH2:24](O)C(N)(CO)CO.Cl.CC1(C)S[C@@H]2[C@H](NC([C@H](N)C3C=CC=CC=3)=O)C(=O)N2[C@H]1C(O)=O.O=[CH:58][C@@H:59]([C@H:61]([C@@H:63]([C@@H:65]([CH2:67]O)O)O)O)[OH:60].